This data is from NCI-60 drug combinations with 297,098 pairs across 59 cell lines. The task is: Regression. Given two drug SMILES strings and cell line genomic features, predict the synergy score measuring deviation from expected non-interaction effect. Drug 2: CC1=C(C(=CC=C1)Cl)NC(=O)C2=CN=C(S2)NC3=CC(=NC(=N3)C)N4CCN(CC4)CCO. Synergy scores: CSS=19.0, Synergy_ZIP=-5.53, Synergy_Bliss=2.00, Synergy_Loewe=-0.738, Synergy_HSA=-0.278. Cell line: T-47D. Drug 1: C1=CC(=CC=C1CC(C(=O)O)N)N(CCCl)CCCl.Cl.